This data is from Peptide-MHC class I binding affinity with 185,985 pairs from IEDB/IMGT. The task is: Regression. Given a peptide amino acid sequence and an MHC pseudo amino acid sequence, predict their binding affinity value. This is MHC class I binding data. (1) The peptide sequence is DIVGLDLENL. The MHC is HLA-A02:01 with pseudo-sequence HLA-A02:01. The binding affinity (normalized) is 0.102. (2) The peptide sequence is KLWVTVYYGV. The MHC is HLA-A02:01 with pseudo-sequence HLA-A02:01. The binding affinity (normalized) is 0.741. (3) The peptide sequence is VLLPFYETL. The MHC is HLA-A02:01 with pseudo-sequence HLA-A02:01. The binding affinity (normalized) is 0.817. (4) The peptide sequence is FDIPLLTVYW. The MHC is Mamu-B17 with pseudo-sequence Mamu-B17. The binding affinity (normalized) is 0.306.